This data is from Forward reaction prediction with 1.9M reactions from USPTO patents (1976-2016). The task is: Predict the product of the given reaction. Given the reactants [CH:1]1[C:9]([NH2:10])=[CH:8][C:7]2[CH2:11][CH2:12][N:5]3[C:6]=2[C:2]=1[C:3]1[CH2:17][CH2:16][CH2:15][CH2:14][CH2:13][C:4]=13.[CH:18]1([CH2:23][CH2:24][C:25](Cl)=[O:26])[CH2:22][CH2:21][CH2:20][CH2:19]1, predict the reaction product. The product is: [CH:18]1([CH2:23][CH2:24][C:25]([NH:10][C:9]2[CH:1]=[C:2]3[C:6]4=[C:7]([CH2:11][CH2:12][N:5]4[C:4]4[CH2:13][CH2:14][CH2:15][CH2:16][CH2:17][C:3]3=4)[CH:8]=2)=[O:26])[CH2:22][CH2:21][CH2:20][CH2:19]1.